Task: Predict the reactants needed to synthesize the given product.. Dataset: Full USPTO retrosynthesis dataset with 1.9M reactions from patents (1976-2016) (1) Given the product [NH:20]1[CH2:19][CH2:18][CH:17]([CH:12]2[C:13]3[CH:14]=[CH:15][CH:16]=[C:3]([OH:2])[C:4]=3[O:5][C:6]3[C:11]2=[CH:10][CH:9]=[C:8]([C:23]2[CH:28]=[CH:27][N:26]=[CH:25][CH:24]=2)[CH:7]=3)[CH2:22][CH2:21]1, predict the reactants needed to synthesize it. The reactants are: C[O:2][C:3]1[CH:16]=[CH:15][CH:14]=[C:13]2[C:4]=1[O:5][C:6]1[CH:7]=[C:8]([C:23]3[CH:28]=[CH:27][N:26]=[CH:25][CH:24]=3)[CH:9]=[CH:10][C:11]=1[CH:12]2[CH:17]1[CH2:22][CH2:21][NH:20][CH2:19][CH2:18]1.C(N(CC)C(C1C=CC2C(C3CCNCC3)C3C(OC=2C=1)=C(OC)C=CC=3)=O)C. (2) The reactants are: [F:1]C1C=CC(C)=CC=1C(O)=O.F[C:13]1[CH:14]=[C:15]([C:22]([OH:24])=[O:23])[CH:16]=[C:17]([CH:21]=1)[C:18]([OH:20])=[O:19]. Given the product [F:1][C:14]1[CH:13]=[CH:21][C:17]([C:18]([OH:20])=[O:19])=[CH:16][C:15]=1[C:22]([OH:24])=[O:23], predict the reactants needed to synthesize it. (3) Given the product [O:1]1[C:5]2[CH:6]=[CH:7][CH:8]=[CH:9][C:4]=2[CH:3]=[C:2]1[C:10]1[N:14]2[N:15]=[C:16]([NH:20][CH2:21][CH:22]([CH:24]3[CH2:29][CH2:28][CH2:27][CH2:26][CH2:25]3)[OH:23])[CH:17]=[CH:18][C:13]2=[N:12][CH:11]=1, predict the reactants needed to synthesize it. The reactants are: [O:1]1[C:5]2[CH:6]=[CH:7][CH:8]=[CH:9][C:4]=2[CH:3]=[C:2]1[C:10]1[N:14]2[N:15]=[C:16](Cl)[CH:17]=[CH:18][C:13]2=[N:12][CH:11]=1.[NH2:20][CH2:21][CH:22]([CH:24]1[CH2:29][CH2:28][CH2:27][CH2:26][CH2:25]1)[OH:23]. (4) Given the product [CH3:1][C:2]1[CH:7]=[CH:6][C:5]([S:8]([NH:11][N:12]=[C:16]2[CH2:17][CH2:18][O:13][CH2:14][CH2:15]2)(=[O:10])=[O:9])=[CH:4][CH:3]=1, predict the reactants needed to synthesize it. The reactants are: [CH3:1][C:2]1[CH:7]=[CH:6][C:5]([S:8]([NH:11][NH2:12])(=[O:10])=[O:9])=[CH:4][CH:3]=1.[O:13]1[CH2:18][CH2:17][C:16](=O)[CH2:15][CH2:14]1. (5) Given the product [NH:8]1[CH2:12][CH2:11][CH2:10][CH:9]1[C:13]([O:15][CH2:16][CH2:17][CH2:18][C:19]1[CH:20]=[N:21][CH:22]=[CH:23][CH:24]=1)=[O:14], predict the reactants needed to synthesize it. The reactants are: C(OC([N:8]1[CH2:12][CH2:11][CH2:10][CH:9]1[C:13]([O:15][CH2:16][CH2:17][CH2:18][C:19]1[CH:20]=[N:21][CH:22]=[CH:23][CH:24]=1)=[O:14])=O)(C)(C)C.C(=O)([O-])[O-].[K+].[K+]. (6) Given the product [CH:35]([NH:38][C:11]([C:10]1[CH:9]=[C:8]2[C:3](=[C:2]([Cl:1])[C:15]=1[NH:14][C:13]([C:16]1[N:17]([C:25]3[C:30]([Cl:31])=[CH:29][CH:28]=[CH:27][N:26]=3)[N:18]=[C:19]([C:21]([F:22])([F:23])[F:24])[CH:20]=1)=[O:12])[N:4]=[C:5]([CH3:34])[C:6]([CH3:33])=[N:7]2)=[O:32])([CH3:37])[CH3:36], predict the reactants needed to synthesize it. The reactants are: [Cl:1][C:2]1[C:3]2[C:8]([CH:9]=[C:10]3[C:15]=1[N:14]=[C:13]([C:16]1[N:17]([C:25]4[C:30]([Cl:31])=[CH:29][CH:28]=[CH:27][N:26]=4)[N:18]=[C:19]([C:21]([F:24])([F:23])[F:22])[CH:20]=1)[O:12][C:11]3=[O:32])=[N:7][C:6]([CH3:33])=[C:5]([CH3:34])[N:4]=2.[CH:35]([NH2:38])([CH3:37])[CH3:36]. (7) Given the product [ClH:1].[CH3:26][N:3]([CH3:2])[CH:4]1[CH2:9][CH2:8][N:7]([C:10](=[O:25])[CH2:11][CH2:12][C:13]2[N:14]([CH2:18][C:19]([O:21][CH:22]([CH3:23])[CH3:24])=[O:20])[CH:15]=[CH:16][N:17]=2)[CH2:6][CH2:5]1, predict the reactants needed to synthesize it. The reactants are: [ClH:1].[CH3:2][N:3]([CH3:26])[CH:4]1[CH2:9][CH2:8][N:7]([C:10](=[O:25])[CH2:11][CH2:12][C:13]2[N:14]([CH2:18][C:19]([O:21][CH:22]([CH3:24])[CH3:23])=[O:20])[CH:15]=[CH:16][N:17]=2)[CH2:6][CH2:5]1.